This data is from NCI-60 drug combinations with 297,098 pairs across 59 cell lines. The task is: Regression. Given two drug SMILES strings and cell line genomic features, predict the synergy score measuring deviation from expected non-interaction effect. (1) Drug 1: CC1=C(C(=CC=C1)Cl)NC(=O)C2=CN=C(S2)NC3=CC(=NC(=N3)C)N4CCN(CC4)CCO. Drug 2: CCC1(C2=C(COC1=O)C(=O)N3CC4=CC5=C(C=CC(=C5CN(C)C)O)N=C4C3=C2)O.Cl. Cell line: RXF 393. Synergy scores: CSS=27.4, Synergy_ZIP=-8.66, Synergy_Bliss=-2.69, Synergy_Loewe=-1.14, Synergy_HSA=2.20. (2) Drug 1: COC1=NC(=NC2=C1N=CN2C3C(C(C(O3)CO)O)O)N. Drug 2: C1CNP(=O)(OC1)N(CCCl)CCCl. Cell line: SF-295. Synergy scores: CSS=-1.10, Synergy_ZIP=1.24, Synergy_Bliss=1.52, Synergy_Loewe=-4.46, Synergy_HSA=-2.29. (3) Drug 1: C1=CC(=CC=C1CCCC(=O)O)N(CCCl)CCCl. Drug 2: CCCCC(=O)OCC(=O)C1(CC(C2=C(C1)C(=C3C(=C2O)C(=O)C4=C(C3=O)C=CC=C4OC)O)OC5CC(C(C(O5)C)O)NC(=O)C(F)(F)F)O. Cell line: SK-MEL-28. Synergy scores: CSS=13.7, Synergy_ZIP=-2.25, Synergy_Bliss=-0.865, Synergy_Loewe=-2.30, Synergy_HSA=-2.29.